Dataset: Peptide-MHC class I binding affinity with 185,985 pairs from IEDB/IMGT. Task: Regression. Given a peptide amino acid sequence and an MHC pseudo amino acid sequence, predict their binding affinity value. This is MHC class I binding data. (1) The peptide sequence is LLNNQFGTM. The MHC is HLA-A32:01 with pseudo-sequence HLA-A32:01. The binding affinity (normalized) is 0.0784. (2) The peptide sequence is KSWQEWNIY. The MHC is HLA-A01:01 with pseudo-sequence HLA-A01:01. The binding affinity (normalized) is 0.0951.